This data is from Forward reaction prediction with 1.9M reactions from USPTO patents (1976-2016). The task is: Predict the product of the given reaction. Given the reactants C[Si]([N-][Si](C)(C)C)(C)C.[Na+].CCCCCC.[CH2:17]([C@H:24]1[CH2:28][O:27][C:26](=[O:29])[N:25]1[C:30](=[O:35])[CH2:31][CH2:32][CH2:33][CH3:34])[C:18]1[CH:23]=[CH:22][CH:21]=[CH:20][CH:19]=1.Br[CH2:37]/[CH:38]=[CH:39]/[CH2:40][O:41][CH2:42][C:43]1[CH:48]=[CH:47][CH:46]=[CH:45][CH:44]=1.[Cl-].[NH4+], predict the reaction product. The product is: [CH2:17]([C@H:24]1[CH2:28][O:27][C:26](=[O:29])[N:25]1[C:30](=[O:35])[C@H:31]([CH2:32][CH2:33][CH3:34])[CH2:37]/[CH:38]=[CH:39]/[CH2:40][O:41][CH2:42][C:43]1[CH:48]=[CH:47][CH:46]=[CH:45][CH:44]=1)[C:18]1[CH:19]=[CH:20][CH:21]=[CH:22][CH:23]=1.